From a dataset of Retrosynthesis with 50K atom-mapped reactions and 10 reaction types from USPTO. Predict the reactants needed to synthesize the given product. (1) Given the product CCOC(=O)/C=C/c1ccc(OCC2=CC3(CCCC3)CCC2)c(OC(C)=O)c1, predict the reactants needed to synthesize it. The reactants are: CC(=O)Oc1cc(C=O)ccc1OCC1=CC2(CCCC2)CCC1.CCOC(=O)CP(=O)(OCC)OCC. (2) Given the product CC(=O)NC1Cc2ccccc2C1, predict the reactants needed to synthesize it. The reactants are: CCOC(C)=O.NC1Cc2ccccc2C1. (3) Given the product CCCCC(=O)c1c(-c2ccc3c(Cl)c(OCC(=O)O)ccc3c2)oc2ccccc12, predict the reactants needed to synthesize it. The reactants are: CCCCC(=O)c1c(-c2ccc3c(Cl)c(OCC(=O)OCC)ccc3c2)oc2ccccc12.